From a dataset of Reaction yield outcomes from USPTO patents with 853,638 reactions. Predict the reaction yield, written as a fraction of the theoretical maximum amount of product (1.0 means a 100% yield; for example, 0.34 means a 34% yield). (1) The reactants are [CH2:1]([O:3][C:4]1[N:5]=[C:6]2[C:11](=[CH:12][CH:13]=1)[NH:10][CH:9]=[C:8]([C:14]([OH:16])=O)[C:7]2=[O:17])[CH3:2].[CH2:18]([NH2:25])[C:19]1[CH:24]=[CH:23][CH:22]=[CH:21][CH:20]=1. The catalyst is CN(C=O)C.O. The product is [CH2:18]([NH:25][C:14]([C:8]1[C:7](=[O:17])[C:6]2[C:11](=[CH:12][CH:13]=[C:4]([O:3][CH2:1][CH3:2])[N:5]=2)[NH:10][CH:9]=1)=[O:16])[C:19]1[CH:24]=[CH:23][CH:22]=[CH:21][CH:20]=1. The yield is 0.970. (2) The reactants are O[CH:2]([C:4]1[N:15]([C@@H:16]2[CH2:21][O:20][C@@H:19]([CH2:22][C:23]#[N:24])[CH2:18][CH2:17]2)[C:7]2=[C:8]3[S:14][CH:13]=[CH:12][C:9]3=[N:10][CH:11]=[C:6]2[N:5]=1)[CH3:3].[CH2:25]([N:27](CC)CC)C.CS(Cl)(=O)=O.[Cl-].C[NH3+]. The catalyst is C(Cl)Cl. The product is [CH3:25][NH:27][CH:2]([C:4]1[N:15]([C@@H:16]2[CH2:21][O:20][C@@H:19]([CH2:22][C:23]#[N:24])[CH2:18][CH2:17]2)[C:7]2=[C:8]3[S:14][CH:13]=[CH:12][C:9]3=[N:10][CH:11]=[C:6]2[N:5]=1)[CH3:3]. The yield is 0.190. (3) The reactants are [C:1]([O:5][C:6]([NH:8][C@H:9]([CH2:16][OH:17])[CH2:10][CH2:11][C:12]([O:14][CH3:15])=[O:13])=[O:7])([CH3:4])([CH3:3])[CH3:2].[C:18]1([CH3:28])[CH:23]=[CH:22][C:21]([S:24](Cl)(=[O:26])=[O:25])=[CH:20][CH:19]=1.C(N(CC)CC)C. The catalyst is C(Cl)Cl. The product is [C:1]([O:5][C:6]([NH:8][C@H:9]([CH2:16][O:17][S:24]([C:21]1[CH:22]=[CH:23][C:18]([CH3:28])=[CH:19][CH:20]=1)(=[O:26])=[O:25])[CH2:10][CH2:11][C:12]([O:14][CH3:15])=[O:13])=[O:7])([CH3:2])([CH3:4])[CH3:3]. The yield is 0.540. (4) The reactants are I[C:2]1[CH:7]=[C:6]([CH3:8])[C:5]([C:9]2[C:14]([CH3:15])=[CH:13][N:12]=[CH:11][C:10]=2[CH3:16])=[C:4]([CH3:17])[CH:3]=1.[CH:18]([C:20]1[CH:25]=[CH:24][C:23]([CH:26]([C:29]#[N:30])[C:27]#[N:28])=[CH:22][CH:21]=1)=[CH2:19].C1C=CC(P(C2C=CC=CC=2)C2C=CC=CC=2)=CC=1. The catalyst is CC([O-])=O.CC([O-])=O.[Pd+2]. The product is [CH3:16][C:10]1[CH:11]=[N:12][CH:13]=[C:14]([CH3:15])[C:9]=1[C:5]1[C:6]([CH3:8])=[CH:7][C:2]([CH:19]=[CH:18][C:20]2[CH:25]=[CH:24][C:23]([CH:26]([C:27]#[N:28])[C:29]#[N:30])=[CH:22][CH:21]=2)=[CH:3][C:4]=1[CH3:17]. The yield is 0.554. (5) The reactants are [N:1]1([C:7]([C:9]2[CH:10]=[C:11]([CH:15]=[CH:16][CH:17]=2)[C:12]([OH:14])=O)=[O:8])[CH2:6][CH2:5][O:4][CH2:3][CH2:2]1.[NH2:18][CH2:19][CH:20]([OH:32])[CH2:21][N:22]1[CH2:31][CH2:30][C:29]2[C:24](=[CH:25][CH:26]=[CH:27][CH:28]=2)[CH2:23]1.C1N(P(Cl)(N2C(=O)OCC2)=O)C(=O)OC1. The catalyst is CC#N. The product is [CH2:23]1[C:24]2[C:29](=[CH:28][CH:27]=[CH:26][CH:25]=2)[CH2:30][CH2:31][N:22]1[CH2:21][CH:20]([OH:32])[CH2:19][NH:18][C:12](=[O:14])[C:11]1[CH:15]=[CH:16][CH:17]=[C:9]([C:7]([N:1]2[CH2:2][CH2:3][O:4][CH2:5][CH2:6]2)=[O:8])[CH:10]=1. The yield is 0.0750. (6) The reactants are Cl.[CH3:2][O:3][C:4]1[CH:13]=[C:12]2[C:7]([CH:8]=[CH:9][CH:10]=[C:11]2[CH2:14][CH2:15][NH2:16])=[CH:6][CH:5]=1.[C:17]([O-])(=[O:19])[CH3:18].[Na+].C(OC(=O)C)(=O)C.O. The catalyst is C(O)C. The product is [CH3:2][O:3][C:4]1[CH:13]=[C:12]2[C:7]([CH:8]=[CH:9][CH:10]=[C:11]2[CH2:14][CH2:15][NH:16][C:17](=[O:19])[CH3:18])=[CH:6][CH:5]=1. The yield is 0.925.